Dataset: CYP2C9 inhibition data for predicting drug metabolism from PubChem BioAssay. Task: Regression/Classification. Given a drug SMILES string, predict its absorption, distribution, metabolism, or excretion properties. Task type varies by dataset: regression for continuous measurements (e.g., permeability, clearance, half-life) or binary classification for categorical outcomes (e.g., BBB penetration, CYP inhibition). Dataset: cyp2c9_veith. (1) The result is 0 (non-inhibitor). The molecule is CCn1ncc(/C=C/C(=O)NCc2cn(C)nc2C)c1C. (2) The molecule is O=C(Cc1ccccc1)N[C@@H](Cc1ccccc1)c1nc2ccccc2[nH]1. The result is 1 (inhibitor). (3) The molecule is C[C@H]1CN(C2CCC(C#N)(c3ccc(F)cc3)CC2)CC[C@@]1(C(=O)O)c1ccccc1. The result is 0 (non-inhibitor). (4) The drug is CCCN[C@@H]1CCc2c(OC)cccc2[C@@H]1C. The result is 0 (non-inhibitor). (5) The molecule is CC(C)N=C(N)/N=C(\N)Nc1ccc(Cl)cc1. The result is 0 (non-inhibitor). (6) The molecule is CNc1ncncc1-c1ccccc1C(F)(F)F. The result is 0 (non-inhibitor). (7) The molecule is CC(C)(C)c1ccc(CN(Cc2ccco2)Cc2nnnn2C2CCCC2)cc1. The result is 1 (inhibitor). (8) The compound is CCOC(=O)CCN1C(=O)[C@H]2CC[C@H]3/C(=N\OCc4ccccc4)C[C@@H](O)[C@@H](O)[C@@H]3[C@@H]2C1=O. The result is 0 (non-inhibitor). (9) The result is 1 (inhibitor). The molecule is O=c1cnc2cnc(Oc3cccc(Cl)c3)nc2n1Cc1ccc(F)cc1. (10) The compound is CCOC(=O)Cc1cc(=O)n2[nH]c(C)c(C#N)c2n1. The result is 0 (non-inhibitor).